From a dataset of Forward reaction prediction with 1.9M reactions from USPTO patents (1976-2016). Predict the product of the given reaction. (1) Given the reactants Cl.[C:2]([CH2:4][C:5]([OH:7])=O)#[N:3].[CH2:8]([C@H:15]1[CH2:19][NH:18][C@H:17]([C:20]([NH:22][C:23]2[CH:28]=[CH:27][C:26]([O:29][C:30]3[CH:35]=[CH:34][C:33]([F:36])=[CH:32][CH:31]=3)=[CH:25][CH:24]=2)=[O:21])[CH2:16]1)[C:9]1[CH:14]=[CH:13][CH:12]=[CH:11][CH:10]=1, predict the reaction product. The product is: [CH2:8]([C@H:15]1[CH2:19][N:18]([C:5](=[O:7])[CH2:4][C:2]#[N:3])[C@H:17]([C:20]([NH:22][C:23]2[CH:28]=[CH:27][C:26]([O:29][C:30]3[CH:31]=[CH:32][C:33]([F:36])=[CH:34][CH:35]=3)=[CH:25][CH:24]=2)=[O:21])[CH2:16]1)[C:9]1[CH:10]=[CH:11][CH:12]=[CH:13][CH:14]=1. (2) Given the reactants [CH3:1][O:2][C:3]1[CH:4]=[C:5]2[C:10](=[CH:11][CH:12]=1)[C:9](O)=[N:8][CH:7]=[C:6]2[N:14]1[CH2:19][CH2:18][O:17][CH2:16][CH2:15]1.O=P(Cl)(Cl)[Cl:22], predict the reaction product. The product is: [Cl:22][C:9]1[C:10]2[C:5](=[CH:4][C:3]([O:2][CH3:1])=[CH:12][CH:11]=2)[C:6]([N:14]2[CH2:19][CH2:18][O:17][CH2:16][CH2:15]2)=[CH:7][N:8]=1. (3) Given the reactants I[C:2]1[CH:3]=[N:4][N:5]([CH:7]2[CH2:12][CH2:11][CH2:10][CH2:9][O:8]2)[CH:6]=1.[C:13]1(B2OC(C)(C)C(C)(C)O2)[CH2:17][CH2:16][CH2:15][CH:14]=1.C(=O)([O-])[O-].[Cs+].[Cs+].O1CCOCC1, predict the reaction product. The product is: [C:13]1([C:2]2[CH:3]=[N:4][N:5]([CH:7]3[CH2:12][CH2:11][CH2:10][CH2:9][O:8]3)[CH:6]=2)[CH2:17][CH2:16][CH2:15][CH:14]=1. (4) Given the reactants [C:1]([C:4]1[CH:27]=[CH:26][C:7]([O:8][CH2:9][C:10]2[CH:15]=[CH:14][C:13]([CH:16](O)[C:17]3[CH:18]=[C:19]([CH:22]=[CH:23][CH:24]=3)[C:20]#[N:21])=[CH:12][CH:11]=2)=[C:6]([CH3:28])[C:5]=1[OH:29])(=[O:3])[CH3:2].ClCCl.C(N(S(F)(F)[F:39])CC)C, predict the reaction product. The product is: [C:1]([C:4]1[CH:27]=[CH:26][C:7]([O:8][CH2:9][C:10]2[CH:15]=[CH:14][C:13]([CH:16]([F:39])[C:17]3[CH:18]=[C:19]([CH:22]=[CH:23][CH:24]=3)[C:20]#[N:21])=[CH:12][CH:11]=2)=[C:6]([CH3:28])[C:5]=1[OH:29])(=[O:3])[CH3:2]. (5) The product is: [CH3:1][C:2]1[C:7]([C:8]2[CH:9]=[CH:10][CH:11]=[CH:12][CH:13]=2)=[CH:6][C:5]([S:14]([C:17]2[CH:27]=[CH:26][C:20]3[CH2:21][CH2:22][N:23]([CH3:28])[CH2:24][CH2:25][C:19]=3[CH:18]=2)(=[O:16])=[O:15])=[CH:4][CH:3]=1. Given the reactants [CH3:1][C:2]1[C:7]([C:8]2[CH:13]=[CH:12][CH:11]=[CH:10][CH:9]=2)=[CH:6][C:5]([S:14]([C:17]2[CH:27]=[CH:26][C:20]3[CH2:21][CH2:22][NH:23][CH2:24][CH2:25][C:19]=3[CH:18]=2)(=[O:16])=[O:15])=[CH:4][CH:3]=1.[C:28](O[BH-](OC(=O)C)OC(=O)C)(=O)C.[Na+].C=O.ClCCCl, predict the reaction product.